Task: Predict the reaction yield, written as a fraction of the theoretical maximum amount of product (1.0 means a 100% yield; for example, 0.34 means a 34% yield).. Dataset: Reaction yield outcomes from USPTO patents with 853,638 reactions (1) The reactants are C[O:2][C:3]([C@H:5]1[C:14]2[C:9](=[CH:10][CH:11]=[CH:12][CH:13]=2)[N:8]([C:15](=[O:26])[C:16]2[CH:21]=[CH:20][C:19]([C:22]([F:25])([F:24])[F:23])=[CH:18][CH:17]=2)[C@@H:7]([CH3:27])[CH2:6]1)=[O:4].[OH-].[Li+].CO.Cl. The catalyst is O1CCCC1.O. The product is [CH3:27][CH:7]1[CH2:6][CH:5]([C:3]([OH:4])=[O:2])[C:14]2[C:9](=[CH:10][CH:11]=[CH:12][CH:13]=2)[N:8]1[C:15](=[O:26])[C:16]1[CH:17]=[CH:18][C:19]([C:22]([F:24])([F:23])[F:25])=[CH:20][CH:21]=1. The yield is 0.970. (2) The reactants are [CH2:1]([NH:3][C:4]([NH:6][C:7]1[S:8][C:9]2[C:15]([C:16]3[CH:21]=[C:20]([CH3:22])[CH:19]=[CH:18][N:17]=3)=[CH:14][C:13]([OH:23])=[CH:12][C:10]=2[N:11]=1)=[O:5])[CH3:2].N1C=CC=CC=1.[F:30][C:31]([F:44])([F:43])[S:32](O[S:32]([C:31]([F:44])([F:43])[F:30])(=[O:34])=[O:33])(=[O:34])=[O:33]. The catalyst is ClCCl. The product is [CH2:1]([NH:3][C:4](=[O:5])[NH:6][C:7]1[S:8][C:9]2[C:15]([C:16]3[CH:21]=[C:20]([CH3:22])[CH:19]=[CH:18][N:17]=3)=[CH:14][C:13]([O:23][S:32]([C:31]([F:44])([F:43])[F:30])(=[O:34])=[O:33])=[CH:12][C:10]=2[N:11]=1)[CH3:2]. The yield is 1.00. (3) The reactants are [OH:1][C:2]1[C:3]([C:19]([F:22])([F:21])[F:20])=[C:4]2[C:8](=[CH:9][CH:10]=1)[NH:7][C:6]([CH3:11])=[C:5]2[C:12]([O:14][C:15]([CH3:18])([CH3:17])[CH3:16])=[O:13].CCN(C(C)C)C(C)C.C1(N([S:39]([C:42]([F:45])([F:44])[F:43])(=[O:41])=[O:40])[S:39]([C:42]([F:45])([F:44])[F:43])(=[O:41])=[O:40])C=CC=CC=1. The catalyst is CC#N.CCOC(C)=O. The product is [CH3:11][C:6]1[NH:7][C:8]2[C:4]([C:5]=1[C:12]([O:14][C:15]([CH3:18])([CH3:17])[CH3:16])=[O:13])=[C:3]([C:19]([F:22])([F:20])[F:21])[C:2]([O:1][S:39]([C:42]([F:45])([F:44])[F:43])(=[O:41])=[O:40])=[CH:10][CH:9]=2. The yield is 0.750. (4) The product is [CH3:17][NH:16][C:14]([C:12]1[N:13]=[C:8]([NH:7][S:36]([CH2:35][C:31]2[CH:30]=[C:29]([CH3:28])[CH:34]=[CH:33][CH:32]=2)(=[O:38])=[O:37])[N:9]([CH3:27])[C:10](=[O:26])[C:11]=1[O:18][CH2:19][C:20]1[CH:25]=[CH:24][CH:23]=[CH:22][CH:21]=1)=[O:15]. The yield is 0.290. The catalyst is C1COCC1.CN(C=O)C.CCOC(C)=O. The reactants are CC(C)([O-])C.[K+].[NH2:7][C:8]1[N:9]([CH3:27])[C:10](=[O:26])[C:11]([O:18][CH2:19][C:20]2[CH:25]=[CH:24][CH:23]=[CH:22][CH:21]=2)=[C:12]([C:14]([NH:16][CH3:17])=[O:15])[N:13]=1.[CH3:28][C:29]1[CH:30]=[C:31]([CH2:35][S:36](Cl)(=[O:38])=[O:37])[CH:32]=[CH:33][CH:34]=1.